Dataset: Merck oncology drug combination screen with 23,052 pairs across 39 cell lines. Task: Regression. Given two drug SMILES strings and cell line genomic features, predict the synergy score measuring deviation from expected non-interaction effect. (1) Drug 1: CC(C)CC(NC(=O)C(Cc1ccccc1)NC(=O)c1cnccn1)B(O)O. Drug 2: NC1CCCCC1N.O=C(O)C(=O)O.[Pt+2]. Cell line: SKMES1. Synergy scores: synergy=-34.9. (2) Drug 1: N#Cc1ccc(Cn2cncc2CN2CCN(c3cccc(Cl)c3)C(=O)C2)cc1. Drug 2: COC1=C2CC(C)CC(OC)C(O)C(C)C=C(C)C(OC(N)=O)C(OC)C=CC=C(C)C(=O)NC(=CC1=O)C2=O. Cell line: COLO320DM. Synergy scores: synergy=5.79.